This data is from Antibody developability classification from SAbDab with 2,409 antibodies. The task is: Regression/Classification. Given an antibody's heavy chain and light chain sequences, predict its developability. TAP uses regression for 5 developability metrics; SAbDab uses binary classification. (1) The antibody is ['QVQLVQSGAEVKKPGESVKISCKASGYTFTNYGMNWVRQQPGQCLKWMGWINTYTGESTYADDFKGRFAFSLDTSASTAYLQLSSLRSEDTAVYFCARFAIKGDYWGQGTLVTVSS', 'DIVMTQSPLSLPVTPGEPASISCRSTKSLLHSDGITYLYWYLQKPGQSPQLLIYQLSNLASGVPDRFSSSGSGTDFTLKISRVEAEDEGVYYCAQNLEIPRTFGCGTKLEIK']. Result: 0 (not developable). (2) The antibody is ['2atk', 'PROT_7E7F8549']. Result: 0 (not developable). (3) The antibody is ['EVQLVESGGGLVKPGGSLKLSCAASGFTFSSYAMSWVRQSPEKRLEWVAEISSGGRYIYYSDTVTGRFTISRDNARNILHLEMSSLRSEDTAMYYCARGEVRQRGFDYWGQGTTLTVSS', 'ENVLTQSPAIMSTSPGEKVTMTCRASSSVGSSYLHWYQQKSGASPKLWIYSTSNLASGVPARFSGSGSGTSYSLTISSVEAEDAATYYCQQFSGYPLTFGSGTKLEMK']. Result: 1 (developable).